Dataset: Forward reaction prediction with 1.9M reactions from USPTO patents (1976-2016). Task: Predict the product of the given reaction. Given the reactants Cl[CH2:2][CH2:3][CH2:4][N:5]1[CH2:10][C:9](=[N:11][OH:12])[C:8]2[N:13]([CH3:16])[CH:14]=[CH:15][C:7]=2[S:6]1(=[O:18])=[O:17].[F:19][C:20]1[CH:25]=[CH:24][C:23]([N:26]2[CH2:31][CH2:30][NH:29][CH2:28][CH2:27]2)=[CH:22][CH:21]=1.C(=O)([O-])O.[Na+].[I-].[Na+], predict the reaction product. The product is: [F:19][C:20]1[CH:21]=[CH:22][C:23]([N:26]2[CH2:31][CH2:30][N:29]([CH2:2][CH2:3][CH2:4][N:5]3[CH2:10][C:9](=[N:11][OH:12])[C:8]4[N:13]([CH3:16])[CH:14]=[CH:15][C:7]=4[S:6]3(=[O:18])=[O:17])[CH2:28][CH2:27]2)=[CH:24][CH:25]=1.